From a dataset of Full USPTO retrosynthesis dataset with 1.9M reactions from patents (1976-2016). Predict the reactants needed to synthesize the given product. (1) Given the product [CH3:1][O:2][C:3]([N:5]1[C:13]2[C:8](=[C:9]([NH:14][C:15]([NH:40][CH:36]3[C:37]4[C:33](=[CH:32][C:31]([C:28]([CH3:30])([CH3:29])[CH2:27][O:26][CH3:25])=[CH:39][CH:38]=4)[CH2:34][CH2:35]3)=[O:17])[CH:10]=[CH:11][CH:12]=2)[CH:7]=[N:6]1)=[O:4], predict the reactants needed to synthesize it. The reactants are: [CH3:1][O:2][C:3]([N:5]1[C:13]2[C:8](=[C:9]([NH:14][C:15]([O:17]N3C(=O)CCC3=O)=O)[CH:10]=[CH:11][CH:12]=2)[CH:7]=[N:6]1)=[O:4].[CH3:25][O:26][CH2:27][C:28]([C:31]1[CH:32]=[C:33]2[C:37](=[CH:38][CH:39]=1)[CH:36]([NH2:40])[CH2:35][CH2:34]2)([CH3:30])[CH3:29].C(N(C(C)C)CC)(C)C. (2) Given the product [CH3:21][N:22]([CH3:28])[CH2:23][CH2:24][CH2:25][N:26]([CH3:27])[CH2:2][C:3]1[CH:8]=[CH:7][N:6]=[C:5]([NH:9][C:10]2[S:11][C:12]([C:15]3[CH:20]=[CH:19][CH:18]=[CH:17][CH:16]=3)=[CH:13][N:14]=2)[CH:4]=1, predict the reactants needed to synthesize it. The reactants are: Cl[CH2:2][C:3]1[CH:8]=[CH:7][N:6]=[C:5]([NH:9][C:10]2[S:11][C:12]([C:15]3[CH:20]=[CH:19][CH:18]=[CH:17][CH:16]=3)=[CH:13][N:14]=2)[CH:4]=1.[CH3:21][N:22]([CH3:28])[CH2:23][CH2:24][CH2:25][NH:26][CH3:27].C([O-])(O)=O.[Na+]. (3) Given the product [Br:1][C:2]1[CH:3]=[CH:4][CH:5]=[C:6]2[C:11]=1[NH:10][CH2:9][CH2:8][C:7]2=[N:14][OH:15], predict the reactants needed to synthesize it. The reactants are: [Br:1][C:2]1[CH:3]=[CH:4][CH:5]=[C:6]2[C:11]=1[NH:10][CH2:9][CH2:8][C:7]2=O.Cl.[NH2:14][OH:15].N1C=CC=CC=1. (4) Given the product [CH2:11]([CH:10]([CH2:9][CH2:8][CH2:7][CH3:6])[CH2:13][O:14][P:15]([O-:1])([O:17][CH2:18][CH:19]([CH2:20][CH3:21])[CH2:22][CH2:23][CH2:24][CH3:25])=[O:16])[CH3:12].[Nd+:2], predict the reactants needed to synthesize it. The reactants are: [O-2:1].[Nd+3:2].[O-2].[O-2].[Nd+3].[CH3:6][CH2:7][CH2:8][CH2:9][CH:10]([CH2:13][O:14][PH:15]([O:17][CH2:18][CH:19]([CH2:22][CH2:23][CH2:24][CH3:25])[CH2:20][CH3:21])=[O:16])[CH2:11][CH3:12]. (5) Given the product [CH2:24]([NH:23][C:21](=[O:22])[CH2:20][O:1][C:2]1[CH:3]=[CH:4][C:5]([C:8]2[CH:9]=[CH:10][C:11]([C:14]([OH:16])=[O:15])=[CH:12][CH:13]=2)=[CH:6][CH:7]=1)[CH2:25][CH2:26][CH2:27][CH2:28][CH3:29].[CH2:24]([NH:23][C:21](=[O:22])[CH2:20][O:1][C:2]1[CH:3]=[CH:4][C:5]([C:8]2[CH:13]=[CH:12][C:11]([C:14]([O:16][CH2:17][CH3:18])=[O:15])=[CH:10][CH:9]=2)=[CH:6][CH:7]=1)[CH2:25][CH2:26][CH2:27][CH2:28][CH3:29], predict the reactants needed to synthesize it. The reactants are: [OH:1][C:2]1[CH:7]=[CH:6][C:5]([C:8]2[CH:13]=[CH:12][C:11]([C:14]([O:16][CH2:17][CH3:18])=[O:15])=[CH:10][CH:9]=2)=[CH:4][CH:3]=1.Cl[CH2:20][C:21]([NH:23][CH2:24][CH2:25][CH2:26][CH2:27][CH2:28][CH3:29])=[O:22]. (6) Given the product [CH2:9]([NH:1][C@@H:2]([CH2:4][CH2:5][CH2:6][CH2:7][CH3:8])[CH3:3])[C:10]1[CH:15]=[CH:14][CH:13]=[CH:12][CH:11]=1, predict the reactants needed to synthesize it. The reactants are: [NH2:1][C@@H:2]([CH2:4][CH2:5][CH2:6][CH2:7][CH3:8])[CH3:3].[CH:9](=O)[C:10]1[CH:15]=[CH:14][CH:13]=[CH:12][CH:11]=1.C(O[BH-](OC(=O)C)OC(=O)C)(=O)C.[Na+].[OH-].[Na+]. (7) Given the product [C:1]([C:3]1[C:8]([OH:9])=[C:7]([OH:10])[CH:6]=[C:5]([C:11]#[N:12])[C:4]=1[S:13][C:14]1[CH:23]=[CH:22][CH:21]=[CH:20][C:15]=1[C:16]([OH:18])=[O:17])#[N:2], predict the reactants needed to synthesize it. The reactants are: [C:1]([C:3]1[C:8]([OH:9])=[C:7]([OH:10])[CH:6]=[C:5]([C:11]#[N:12])[C:4]=1[S:13][C:14]1[CH:23]=[CH:22][CH:21]=[CH:20][C:15]=1[C:16]([O:18]C)=[O:17])#[N:2].[OH-].[Na+].